This data is from Catalyst prediction with 721,799 reactions and 888 catalyst types from USPTO. The task is: Predict which catalyst facilitates the given reaction. (1) Reactant: [C:1]12([CH2:11][O:12][C:13]3[C:18]([CH:19]=[CH2:20])=[CH:17][N:16]4[CH:21]=[N:22][N:23]=[C:15]4[CH:14]=3)[CH2:10][CH:5]3[CH2:6][CH:7]([CH2:9][CH:3]([CH2:4]3)[CH2:2]1)[CH2:8]2.[H][H]. Product: [C:1]12([CH2:11][O:12][C:13]3[C:18]([CH2:19][CH3:20])=[CH:17][N:16]4[CH:21]=[N:22][N:23]=[C:15]4[CH:14]=3)[CH2:2][CH:3]3[CH2:4][CH:5]([CH2:6][CH:7]([CH2:9]3)[CH2:8]1)[CH2:10]2. The catalyst class is: 5. (2) Reactant: [Cl:1][C:2]1[CH:10]=[CH:9][CH:8]=[C:7]2[C:3]=1[C:4]([C:15]([OH:17])=O)=[CH:5][N:6]2[CH:11]1[CH2:14][O:13][CH2:12]1.CN(C(ON1N=NC2C=CC=NC1=2)=[N+](C)C)C.F[P-](F)(F)(F)(F)F.Cl.[NH2:43][CH2:44][C:45]1([OH:53])[CH2:50][CH2:49][C:48]([F:52])([F:51])[CH2:47][CH2:46]1.CCN(C(C)C)C(C)C. Product: [Cl:1][C:2]1[CH:10]=[CH:9][CH:8]=[C:7]2[C:3]=1[C:4]([C:15]([NH:43][CH2:44][C:45]1([OH:53])[CH2:46][CH2:47][C:48]([F:52])([F:51])[CH2:49][CH2:50]1)=[O:17])=[CH:5][N:6]2[CH:11]1[CH2:12][O:13][CH2:14]1. The catalyst class is: 3. (3) Reactant: [Br:1][C:2]1[CH:30]=[CH:29][C:5]([C:6]([NH:8][C:9]2[CH:14]=[CH:13][C:12]([CH2:15][NH:16][C:17]3[C:26]4[C:21](=[CH:22][C:23]([CH3:27])=[CH:24][CH:25]=4)[N:20]=[C:19](Cl)[N:18]=3)=[CH:11][CH:10]=2)=[O:7])=[CH:4][CH:3]=1.[CH3:31][NH:32][CH3:33]. Product: [Br:1][C:2]1[CH:30]=[CH:29][C:5]([C:6]([NH:8][C:9]2[CH:14]=[CH:13][C:12]([CH2:15][NH:16][C:17]3[C:26]4[C:21](=[CH:22][C:23]([CH3:27])=[CH:24][CH:25]=4)[N:20]=[C:19]([N:32]([CH3:33])[CH3:31])[N:18]=3)=[CH:11][CH:10]=2)=[O:7])=[CH:4][CH:3]=1. The catalyst class is: 1. (4) Product: [F:20][C:21]([F:34])([F:33])[C:22]([C:2]1[C:12]2[O:11][CH2:10][CH2:9][N:8]([C:13]([O:15][C:16]([CH3:19])([CH3:18])[CH3:17])=[O:14])[CH2:7][C:6]=2[CH:5]=[CH:4][CH:3]=1)=[CH2:23]. Reactant: Br[C:2]1[C:12]2[O:11][CH2:10][CH2:9][N:8]([C:13]([O:15][C:16]([CH3:19])([CH3:18])[CH3:17])=[O:14])[CH2:7][C:6]=2[CH:5]=[CH:4][CH:3]=1.[F:20][C:21]([F:34])([F:33])[C:22](B1OC(C)(C)C(C)(C)O1)=[CH2:23].C(=O)([O-])[O-].[Na+].[Na+].O. The catalyst class is: 564.